Dataset: Forward reaction prediction with 1.9M reactions from USPTO patents (1976-2016). Task: Predict the product of the given reaction. (1) Given the reactants C(ON=O)CC(C)C.[Br:9][C:10]1[C:11]([CH3:17])=[N:12][C:13](N)=[N:14][CH:15]=1.CCCC(C)C.C(Br)(Br)[Br:25], predict the reaction product. The product is: [Br:25][C:13]1[N:12]=[C:11]([CH3:17])[C:10]([Br:9])=[CH:15][N:14]=1. (2) Given the reactants [CH2:1]([N:8]1[CH2:13][CH2:12][N:11]([C:14]2[CH:19]=[CH:18][CH:17]=[CH:16][C:15]=2[NH2:20])[CH2:10][CH2:9]1)[C:2]1[CH:7]=[CH:6][CH:5]=[CH:4][CH:3]=1.N1C=CC=CC=1.[CH3:27][S:28](Cl)(=[O:30])=[O:29].C([O-])(O)=O.[Na+], predict the reaction product. The product is: [CH3:27][S:28]([NH:20][C:15]1[CH:16]=[CH:17][CH:18]=[CH:19][C:14]=1[N:11]1[CH2:10][CH2:9][N:8]([CH2:1][C:2]2[CH:3]=[CH:4][CH:5]=[CH:6][CH:7]=2)[CH2:13][CH2:12]1)(=[O:30])=[O:29].